This data is from Reaction yield outcomes from USPTO patents with 853,638 reactions. The task is: Predict the reaction yield, written as a fraction of the theoretical maximum amount of product (1.0 means a 100% yield; for example, 0.34 means a 34% yield). (1) The reactants are [NH2:1][C:2]1[N:7]=[C:6]([CH2:8][CH:9]([CH:11]2[CH2:16][CH2:15][N:14]([C:17]([O:19][C:20]([CH3:23])([CH3:22])[CH3:21])=[O:18])[CH2:13][CH2:12]2)[OH:10])[CH:5]=[CH:4][CH:3]=1.[CH2:24]([O:26][C:27]([N:29]=[C:30]=[S:31])=[O:28])[CH3:25]. The catalyst is O1CCOCC1. The product is [CH2:24]([O:26][C:27]([NH:29][C:30](=[S:31])[NH:1][C:2]1[N:7]=[C:6]([CH2:8][CH:9]([CH:11]2[CH2:16][CH2:15][N:14]([C:17]([O:19][C:20]([CH3:23])([CH3:22])[CH3:21])=[O:18])[CH2:13][CH2:12]2)[OH:10])[CH:5]=[CH:4][CH:3]=1)=[O:28])[CH3:25]. The yield is 0.990. (2) The reactants are [OH:1][N:2]=[CH:3][C:4]1[CH:9]=[CH:8][C:7]([S:10]([N:13]([CH2:45][CH:46]2[CH2:50][CH2:49][CH2:48][N:47]2C(OC(C)(C)C)=O)[CH2:14][C@@H:15]([OH:44])[C@@H:16]([NH:24][C:25](=[O:43])[C@@H:26]([N:30]2[CH2:34][CH2:33][N:32]([CH2:35][C:36]3[N:37]=[C:38]([CH3:41])[S:39][CH:40]=3)[C:31]2=[O:42])[CH:27]([CH3:29])[CH3:28])[CH2:17][C:18]2[CH:23]=[CH:22][CH:21]=[CH:20][CH:19]=2)(=[O:12])=[O:11])=[CH:6][CH:5]=1. The yield is 0.950. The catalyst is ClCCl.FC(F)(F)C(O)=O. The product is [CH2:17]([C@H:16]([NH:24][C:25](=[O:43])[C@@H:26]([N:30]1[CH2:34][CH2:33][N:32]([CH2:35][C:36]2[N:37]=[C:38]([CH3:41])[S:39][CH:40]=2)[C:31]1=[O:42])[CH:27]([CH3:29])[CH3:28])[C@H:15]([OH:44])[CH2:14][N:13]([S:10]([C:7]1[CH:8]=[CH:9][C:4](/[CH:3]=[N:2]/[OH:1])=[CH:5][CH:6]=1)(=[O:11])=[O:12])[CH2:45][CH:46]1[CH2:50][CH2:49][CH2:48][NH:47]1)[C:18]1[CH:19]=[CH:20][CH:21]=[CH:22][CH:23]=1.